Dataset: Full USPTO retrosynthesis dataset with 1.9M reactions from patents (1976-2016). Task: Predict the reactants needed to synthesize the given product. Given the product [F:35][C:36]1[C:37]([N:45]2[N:49]=[CH:48][CH:47]=[N:46]2)=[C:38]([C:39]([N:3]2[CH2:4][CH2:5][C@@H:6]3[C@@H:1]([N:8]([C:9]4[CH:18]=[N:17][C:16]5[C:11](=[CH:12][CH:13]=[CH:14][CH:15]=5)[N:10]=4)[CH2:7]3)[CH2:2]2)=[O:40])[CH:42]=[CH:43][CH:44]=1, predict the reactants needed to synthesize it. The reactants are: [C@@H:1]12[N:8]([C:9]3[CH:18]=[N:17][C:16]4[C:11](=[CH:12][CH:13]=[CH:14][CH:15]=4)[N:10]=3)[CH2:7][C@@H:6]1[CH2:5][CH2:4][NH:3][CH2:2]2.CC1C=C(C)N=C(N2[C@@H]3[C@@H](CCNC3)C2)N=1.[F:35][C:36]1[C:37]([N:45]2[N:49]=[CH:48][CH:47]=[N:46]2)=[C:38]([CH:42]=[CH:43][CH:44]=1)[C:39](O)=[O:40].S1C=CC=C1C1C=CC=CC=1C(O)=O.